Predict which catalyst facilitates the given reaction. From a dataset of Catalyst prediction with 721,799 reactions and 888 catalyst types from USPTO. (1) Reactant: [C:1]([NH:5][S:6]([C:9]1[CH:14]=[CH:13][CH:12]=[CH:11][C:10]=1[C:15]1[CH:25]=[CH:24][C:18]2[NH:19][C:20]([CH2:22]Cl)=[N:21][C:17]=2[CH:16]=1)(=[O:8])=[O:7])([CH3:4])([CH3:3])[CH3:2].[F:26][C:27]([F:36])([F:35])[C:28]1[CH:29]=[CH:30][C:31]([OH:34])=[CH:32][CH:33]=1.C([O-])([O-])=O.[Na+].[Na+].C([O-])([O-])=O.[Cs+].[Cs+]. Product: [C:1]([NH:5][S:6]([C:9]1[CH:14]=[CH:13][CH:12]=[CH:11][C:10]=1[C:15]1[CH:25]=[CH:24][C:18]2[NH:19][C:20]([CH2:22][O:34][C:31]3[CH:30]=[CH:29][C:28]([C:27]([F:26])([F:35])[F:36])=[CH:33][CH:32]=3)=[N:21][C:17]=2[CH:16]=1)(=[O:8])=[O:7])([CH3:4])([CH3:3])[CH3:2]. The catalyst class is: 21. (2) Reactant: Br[C:2]1[CH:3]=[C:4]([NH:10][C@H:11]([CH:15]([CH3:17])[CH3:16])[C:12]([NH2:14])=[O:13])[CH:5]=[N:6][C:7]=1[C:8]#[N:9].Cl.[CH3:19][C:20]1[CH:24]=[C:23]([NH2:25])[S:22][N:21]=1.O(C1C=CC=CC=1)[Na].O.O.O.CC1(C)C2C(=C(P(C3C=CC=CC=3)C3C=CC=CC=3)C=CC=2)OC2C(P(C3C=CC=CC=3)C3C=CC=CC=3)=CC=CC1=2. Product: [C:8]([C:7]1[N:6]=[CH:5][C:4]([NH:10][C@H:11]([CH:15]([CH3:17])[CH3:16])[C:12]([NH2:14])=[O:13])=[CH:3][C:2]=1[NH:25][C:23]1[S:22][N:21]=[C:20]([CH3:19])[CH:24]=1)#[N:9]. The catalyst class is: 62. (3) Reactant: [CH3:1][O:2][C:3]1[CH:8]=[CH:7][C:6]([CH3:9])=[CH:5][C:4]=1[S:10]([C:13]1[CH:14]=[C:15]([C:22]([O:24][CH3:25])=[O:23])[C:16]2[O:20][CH2:19][CH2:18][C:17]=2[CH:21]=1)(=[O:12])=[O:11].BrN1C(=O)CCC1=O.C(OOC(=O)C1C=CC=CC=1)(=O)C1C=CC=CC=1. Product: [CH3:1][O:2][C:3]1[CH:8]=[CH:7][C:6]([CH3:9])=[CH:5][C:4]=1[S:10]([C:13]1[CH:14]=[C:15]([C:22]([O:24][CH3:25])=[O:23])[C:16]2[O:20][CH:19]=[CH:18][C:17]=2[CH:21]=1)(=[O:11])=[O:12]. The catalyst class is: 159. (4) Reactant: [NH2:1][C:2]1[C:7]([N+:8]([O-])=O)=[C:6]([N:11]2[CH2:16][CH2:15][N:14]([CH2:17][C:18]([N:20]([CH3:27])[C:21]3[CH:26]=[CH:25][CH:24]=[CH:23][CH:22]=3)=[O:19])[CH2:13][CH2:12]2)[C:5]([Cl:28])=[CH:4][N:3]=1.[CH3:29][N:30]([CH3:39])[C:31]1[CH:38]=[CH:37][C:34]([CH:35]=O)=[CH:33][CH:32]=1.[O-]S(S([O-])=O)=O.[Na+].[Na+]. Product: [Cl:28][C:5]1[C:6]([N:11]2[CH2:12][CH2:13][N:14]([CH2:17][C:18]([N:20]([CH3:27])[C:21]3[CH:22]=[CH:23][CH:24]=[CH:25][CH:26]=3)=[O:19])[CH2:15][CH2:16]2)=[C:7]2[N:8]=[C:35]([C:34]3[CH:37]=[CH:38][C:31]([N:30]([CH3:39])[CH3:29])=[CH:32][CH:33]=3)[NH:1][C:2]2=[N:3][CH:4]=1. The catalyst class is: 8. (5) Reactant: [O:1]=[C:2]1[C:11](/[CH:12]=[CH:13]/[C:14](Cl)=[O:15])=[CH:10][C:9]2[C:4](=[CH:5][CH:6]=[CH:7][CH:8]=2)[O:3]1.[C:17]([OH:26])(=[O:25])[C:18]1[C:19](=[CH:21][CH:22]=[CH:23][CH:24]=1)[NH2:20].C(N(CC)CC)C. The catalyst class is: 7. Product: [C:17]([C:18]1[CH:24]=[CH:23][CH:22]=[CH:21][C:19]=1[NH:20][C:14](=[O:15])/[CH:13]=[CH:12]/[C:11]1[C:2](=[O:1])[O:3][C:4]2[C:9]([CH:10]=1)=[CH:8][CH:7]=[CH:6][CH:5]=2)([OH:26])=[O:25]. (6) Reactant: [F-].C([N+](CCCC)(CCCC)CCCC)CCC.[F:19][C:20]([Si](C)(C)C)([F:22])[F:21].[O:27]=[C:28]1[CH2:33][CH2:32][N:31]([C:34]([O:36][C:37]([CH3:40])([CH3:39])[CH3:38])=[O:35])[CH2:30][CH2:29]1. Product: [OH:27][C:28]1([C:20]([F:22])([F:21])[F:19])[CH2:29][CH2:30][N:31]([C:34]([O:36][C:37]([CH3:40])([CH3:39])[CH3:38])=[O:35])[CH2:32][CH2:33]1. The catalyst class is: 7. (7) The catalyst class is: 4. Reactant: [C:1]([O:5][C:6](=[O:22])[NH:7][C:8]1[CH:13]=[CH:12][CH:11]=[C:10]([C:14]2[CH:19]=[CH:18][C:17]([CH2:20][NH2:21])=[CH:16][CH:15]=2)[N:9]=1)([CH3:4])([CH3:3])[CH3:2].CCN(CC)CC.[CH3:30][S:31](Cl)(=[O:33])=[O:32]. Product: [C:1]([O:5][C:6](=[O:22])[NH:7][C:8]1[CH:13]=[CH:12][CH:11]=[C:10]([C:14]2[CH:15]=[CH:16][C:17]([CH2:20][NH:21][S:31]([CH3:30])(=[O:33])=[O:32])=[CH:18][CH:19]=2)[N:9]=1)([CH3:4])([CH3:2])[CH3:3].